From a dataset of Forward reaction prediction with 1.9M reactions from USPTO patents (1976-2016). Predict the product of the given reaction. (1) Given the reactants [CH3:1][O:2][C:3](=[O:28])[C:4]1[CH:9]=[CH:8][C:7]([C:10](=[O:27])[CH2:11][C:12]2[CH:17]=[C:16]([C:18]3[S:19][CH:20]=[CH:21][CH:22]=3)[C:15]([O:23][CH3:24])=[C:14]([O:25][CH3:26])[CH:13]=2)=[CH:6][CH:5]=1.CO.C=O.N1CCCC[CH2:34]1, predict the reaction product. The product is: [CH3:1][O:2][C:3](=[O:28])[C:4]1[CH:5]=[CH:6][C:7]([C:10](=[O:27])[C:11]([C:12]2[CH:17]=[C:16]([C:18]3[S:19][CH:20]=[CH:21][CH:22]=3)[C:15]([O:23][CH3:24])=[C:14]([O:25][CH3:26])[CH:13]=2)=[CH2:34])=[CH:8][CH:9]=1. (2) Given the reactants [Cl:1][C:2]1[CH:9]=[C:8]([N:10]([CH2:16][C:17]2[CH:22]=[CH:21][CH:20]=[CH:19][C:18]=2[Cl:23])[C@H:11]2[CH2:15][CH2:14][NH:13][CH2:12]2)[CH:7]=[CH:6][C:3]=1[C:4]#[N:5].Br[CH2:25][C:26]#[N:27], predict the reaction product. The product is: [Cl:1][C:2]1[CH:9]=[C:8]([N:10]([CH2:16][C:17]2[CH:22]=[CH:21][CH:20]=[CH:19][C:18]=2[Cl:23])[C@H:11]2[CH2:15][CH2:14][N:13]([CH2:25][C:26]#[N:27])[CH2:12]2)[CH:7]=[CH:6][C:3]=1[C:4]#[N:5]. (3) Given the reactants [OH-].[K+].[F:3][C:4]1[C:14]([O:15][CH3:16])=[C:13]([N:17]2[CH2:23][C@@H:22]([NH:24][C@H:25]([C:27]3[CH:32]=[CH:31][CH:30]=[CH:29][CH:28]=3)[CH3:26])[C:19]3([CH2:21][CH2:20]3)[CH2:18]2)[C:12]([F:33])=[CH:11][C:5]=1[C:6]([O:8]CC)=[O:7].Cl, predict the reaction product. The product is: [F:3][C:4]1[C:14]([O:15][CH3:16])=[C:13]([N:17]2[CH2:23][C@@H:22]([NH:24][C@H:25]([C:27]3[CH:28]=[CH:29][CH:30]=[CH:31][CH:32]=3)[CH3:26])[C:19]3([CH2:20][CH2:21]3)[CH2:18]2)[C:12]([F:33])=[CH:11][C:5]=1[C:6]([OH:8])=[O:7]. (4) The product is: [Br:29][C:26]1[CH:25]=[CH:24][C:23]([C:15]([C:16]2[CH:21]=[CH:20][C:19]([Br:22])=[CH:18][CH:17]=2)=[C:14]([O:30][CH2:31][CH3:32])[CH2:13][S:12][C:9]2[CH:10]=[CH:11][C:6]([O:5][CH2:4][C:3]([OH:34])=[O:2])=[C:7]([CH3:33])[CH:8]=2)=[CH:28][CH:27]=1. Given the reactants C[O:2][C:3](=[O:34])[CH2:4][O:5][C:6]1[CH:11]=[CH:10][C:9]([S:12][CH2:13][C:14]([O:30][CH2:31][CH3:32])=[C:15]([C:23]2[CH:28]=[CH:27][C:26]([Br:29])=[CH:25][CH:24]=2)[C:16]2[CH:21]=[CH:20][C:19]([Br:22])=[CH:18][CH:17]=2)=[CH:8][C:7]=1[CH3:33].[OH-].[Na+].Cl, predict the reaction product. (5) Given the reactants [CH3:1][C:2]1[C:7]([NH2:8])=[CH:6][CH:5]=[C:4]([N:9]2[CH2:13][CH2:12][C@@H:11]([N:14]3[CH2:18][CH2:17][CH2:16][C@@H:15]3[CH3:19])[CH2:10]2)[N:3]=1.N1C=CC=CC=1.[CH:26]1([S:29](Cl)(=[O:31])=[O:30])[CH2:28][CH2:27]1.C(O)C(N)(CO)CO, predict the reaction product. The product is: [CH3:1][C:2]1[C:7]([NH:8][S:29]([CH:26]2[CH2:28][CH2:27]2)(=[O:31])=[O:30])=[CH:6][CH:5]=[C:4]([N:9]2[CH2:13][CH2:12][C@@H:11]([N:14]3[CH2:18][CH2:17][CH2:16][C@@H:15]3[CH3:19])[CH2:10]2)[N:3]=1.